From a dataset of Catalyst prediction with 721,799 reactions and 888 catalyst types from USPTO. Predict which catalyst facilitates the given reaction. (1) Reactant: [C:1]([C@@:8]([NH2:15])([CH2:12][O:13][CH3:14])[C:9]([OH:11])=O)([O:3][C:4]([CH3:7])([CH3:6])[CH3:5])=[O:2].[CH3:16][C:17]1[CH:18]=[C:19]([CH:22]=[CH:23][C:24]=1[N:25]1[CH2:30][CH2:29][O:28][CH2:27][C:26]1=[O:31])[NH:20][CH3:21].CN(C(ON1N=NC2C=CC=CC1=2)=[N+](C)C)C.[B-](F)(F)(F)F. Product: [C:1]([C@@:8]([NH2:15])([CH2:12][O:13][CH3:14])[C:9]([N:20]([CH3:21])[C:19]1[CH:22]=[CH:23][C:24]([N:25]2[CH2:30][CH2:29][O:28][CH2:27][C:26]2=[O:31])=[C:17]([CH3:16])[CH:18]=1)=[O:11])([O:3][C:4]([CH3:5])([CH3:6])[CH3:7])=[O:2]. The catalyst class is: 3. (2) Reactant: [CH3:1][C@@H:2]1[CH2:7][CH2:6][CH2:5][NH:4][C@@H:3]1[CH2:8][OH:9].CCN(C(C)C)C(C)C.[CH3:19][C:20]1[CH:21]=[CH:22][C:23]([N:29]2[N:33]=[CH:32][CH:31]=[N:30]2)=[C:24]([CH:28]=1)[C:25](O)=[O:26].CN(C(ON1N=NC2C=CC=NC1=2)=[N+](C)C)C.F[P-](F)(F)(F)(F)F. Product: [OH:9][CH2:8][C@@H:3]1[C@H:2]([CH3:1])[CH2:7][CH2:6][CH2:5][N:4]1[C:25]([C:24]1[CH:28]=[C:20]([CH3:19])[CH:21]=[CH:22][C:23]=1[N:29]1[N:33]=[CH:32][CH:31]=[N:30]1)=[O:26]. The catalyst class is: 44.